Dataset: Catalyst prediction with 721,799 reactions and 888 catalyst types from USPTO. Task: Predict which catalyst facilitates the given reaction. (1) Reactant: I[Si](C)(C)C.[I:6][C:7]1[C:15]2[C:10](=[N:11][CH:12]=[N:13][C:14]=2[NH2:16])[N:9]([CH:17]([C:19]2[CH:20]=[C:21]3[N:26]([C:27]=2[C:28]2[CH:29]=[N:30][C:31]([O:34]C)=[CH:32][CH:33]=2)[CH:25]=[CH:24][CH:23]=[CH:22]3)[CH3:18])[N:8]=1.CO. Product: [NH2:16][C:14]1[N:13]=[CH:12][N:11]=[C:10]2[N:9]([CH:17]([C:19]3[CH:20]=[C:21]4[N:26]([C:27]=3[C:28]3[CH:33]=[CH:32][C:31]([OH:34])=[N:30][CH:29]=3)[CH:25]=[CH:24][CH:23]=[CH:22]4)[CH3:18])[N:8]=[C:7]([I:6])[C:15]=12. The catalyst class is: 291. (2) The catalyst class is: 1. Reactant: [N+:1]([C:4]1[NH:5][CH:6]=[CH:7][N:8]=1)([O-:3])=[O:2].[H-].[Na+].[CH3:11][Si:12]([CH3:19])([CH3:18])[CH2:13][CH2:14][O:15][CH2:16]Cl. Product: [N+:1]([C:4]1[N:5]([CH2:16][O:15][CH2:14][CH2:13][Si:12]([CH3:19])([CH3:18])[CH3:11])[CH:6]=[CH:7][N:8]=1)([O-:3])=[O:2]. (3) Reactant: [CH2:1](N1CCC(NC2C=CC=C(F)C=2)(C#N)CC1)[C:2]1C=CC=CC=1.C(C(C(Cl)=O)C(Cl)=O)C.N1C(C)=CC=CC=1C.[CH2:41]([N:48]1[CH2:53][CH2:52][C:51]([N:56]([C:63]2[CH:68]=[CH:67][CH:66]=[C:65]([F:69])[CH:64]=2)[C:57](=[O:62])[CH2:58][C:59]([OH:61])=[O:60])([C:54]#[N:55])[CH2:50][CH2:49]1)[C:42]1[CH:47]=[CH:46][CH:45]=[CH:44][CH:43]=1. Product: [CH2:41]([N:48]1[CH2:53][CH2:52][C:51]([N:56]([C:63]2[CH:68]=[CH:67][CH:66]=[C:65]([F:69])[CH:64]=2)[C:57](=[O:62])[CH2:58][C:59]([O:61][CH2:1][CH3:2])=[O:60])([C:54]#[N:55])[CH2:50][CH2:49]1)[C:42]1[CH:43]=[CH:44][CH:45]=[CH:46][CH:47]=1. The catalyst class is: 4. (4) Product: [CH2:18]([O:25][C:26]1[CH:38]=[CH:37][C:29]2[CH:30]=[C:31]([C:6]3[O:5][C:3](=[O:4])[C:2]([CH3:1])=[C:7]([OH:10])[C:8]=3[CH3:9])[O:32][C:28]=2[CH:27]=1)[C:19]1[CH:20]=[CH:21][CH:22]=[CH:23][CH:24]=1. Reactant: [CH3:1][CH:2]([C:7](=[O:10])[CH2:8][CH3:9])[C:3]([O:5][CH3:6])=[O:4].[H-].[Na+].[Li]CCCC.[CH2:18]([O:25][C:26]1[CH:38]=[CH:37][C:29]2[CH:30]=[C:31](C(OC)=O)[O:32][C:28]=2[CH:27]=1)[C:19]1[CH:24]=[CH:23][CH:22]=[CH:21][CH:20]=1.[Cl-].[NH4+]. The catalyst class is: 1. (5) Reactant: CN.Cl[C:4]1[CH:5]=[C:6]2[C:10](=[CH:11][C:12]=1[N+:13]([O-:15])=[O:14])[C:9]([F:17])([F:16])[O:8][C:7]2([F:19])[F:18].[CH3:20][N:21](C=O)C. Product: [CH3:20][NH:21][C:4]1[CH:5]=[C:6]2[C:10](=[CH:11][C:12]=1[N+:13]([O-:15])=[O:14])[C:9]([F:17])([F:16])[O:8][C:7]2([F:19])[F:18]. The catalyst class is: 6. (6) Reactant: [CH3:1][C:2]1[CH:7]=[CH:6][C:5]([C:8]2[C:17]3[C:12](=[CH:13][CH:14]=[C:15](Br)[CH:16]=3)[C:11]([CH3:20])([CH3:19])[CH2:10][CH:9]=2)=[CH:4][CH:3]=1.C([Li])(C)(C)C.[C:26](=[O:28])=[O:27]. Product: [CH3:19][C:11]1([CH3:20])[CH2:10][CH:9]=[C:8]([C:5]2[CH:4]=[CH:3][C:2]([CH3:1])=[CH:7][CH:6]=2)[C:17]2[CH:16]=[C:15]([C:26]([OH:28])=[O:27])[CH:14]=[CH:13][C:12]1=2. The catalyst class is: 1. (7) Reactant: [CH3:1][N:2]1[CH2:7][CH2:6][N:5]([CH2:8][CH2:9][N:10]2[C:14]3[CH2:15][CH2:16][C:17]4[C:18]5[C:23]([S:24][C:25]=4[C:13]=3[CH:12]=[N:11]2)=[N:22][CH:21]=[N:20][C:19]=5[O:26]CCC2C=CC([N+]([O-])=O)=CC=2)[CH2:4][CH2:3]1.CC(C)([O-])C.[K+]. Product: [CH3:1][N:2]1[CH2:7][CH2:6][N:5]([CH2:8][CH2:9][N:10]2[C:14]3[CH2:15][CH2:16][C:17]4[C:18]5[C:19]([OH:26])=[N:20][CH:21]=[N:22][C:23]=5[S:24][C:25]=4[C:13]=3[CH:12]=[N:11]2)[CH2:4][CH2:3]1. The catalyst class is: 1. (8) Reactant: [OH-].[Na+].[C:3]([O:7][C:8]([NH:10][C@@H:11]([C@H:13]([C:16]1[O:17][CH:18]=[C:19]([C:21]([O:23]C)=[O:22])[N:20]=1)[CH2:14][CH3:15])[CH3:12])=[O:9])([CH3:6])([CH3:5])[CH3:4]. Product: [C:3]([O:7][C:8]([NH:10][C@@H:11]([C@H:13]([C:16]1[O:17][CH:18]=[C:19]([C:21]([OH:23])=[O:22])[N:20]=1)[CH2:14][CH3:15])[CH3:12])=[O:9])([CH3:5])([CH3:6])[CH3:4]. The catalyst class is: 1.